From a dataset of Forward reaction prediction with 1.9M reactions from USPTO patents (1976-2016). Predict the product of the given reaction. (1) Given the reactants [Cl:1][C:2]1[CH:3]=[CH:4][C:5]([C:12]2[C:13]([CH3:26])=[N:14][O:15][C:16]=2[C@@H:17]([NH:19][S@](C(C)(C)C)=O)[CH3:18])=[C:6]([CH:11]=1)[C:7](OC)=[O:8].Cl.C([Mg]Cl)(C)C, predict the reaction product. The product is: [Cl:1][C:2]1[CH:3]=[CH:4][C:5]2[C:12]3[C:13]([CH3:26])=[N:14][O:15][C:16]=3[C@H:17]([CH3:18])[NH:19][C:7](=[O:8])[C:6]=2[CH:11]=1. (2) Given the reactants [C:1]([O:5][C:6](=[O:22])[CH2:7][CH2:8][NH:9][CH2:10][C:11]1[C:12]([CH2:20][CH3:21])=[N:13][C:14]([C:17](=O)[CH3:18])=[CH:15][CH:16]=1)([CH3:4])([CH3:3])[CH3:2].Cl[C:24]1[CH:32]=[CH:31][C:27]([CH2:28][O:29][NH2:30])=[CH:26][C:25]=1[C:33]([F:36])([F:35])[F:34].[C:37](O)(=O)[CH3:38], predict the reaction product. The product is: [C:1]([O:5][C:6](=[O:22])[CH2:7][CH2:8][NH:9][CH2:10][C:11]1[C:12]([CH2:20][CH3:21])=[N:13][C:14]([C:17](=[N:30][O:29][CH2:28][C:27]2[CH:31]=[CH:32][C:24]([CH:38]3[CH2:37][CH2:15][CH2:16][CH2:11][CH2:10]3)=[C:25]([C:33]([F:36])([F:35])[F:34])[CH:26]=2)[CH3:18])=[CH:15][CH:16]=1)([CH3:4])([CH3:3])[CH3:2]. (3) Given the reactants [NH2:1][CH2:2][C:3]1[C:4]([F:21])=[C:5]([O:11][C:12]2[CH:13]=[C:14]([CH:17]=[C:18]([Cl:20])[CH:19]=2)[C:15]#[N:16])[C:6]([CH2:9][CH3:10])=[CH:7][CH:8]=1.[Cl:22][C:23]1[N:24]=[C:25]([CH3:31])[NH:26][C:27]=1[C:28](O)=[O:29].C(Cl)CCl.C1C=CC2N(O)N=NC=2C=1.C([O-])(O)=O.[Na+], predict the reaction product. The product is: [Cl:22][C:23]1[N:24]=[C:25]([CH3:31])[NH:26][C:27]=1[C:28]([NH:1][CH2:2][C:3]1[CH:8]=[CH:7][C:6]([CH2:9][CH3:10])=[C:5]([O:11][C:12]2[CH:13]=[C:14]([C:15]#[N:16])[CH:17]=[C:18]([Cl:20])[CH:19]=2)[C:4]=1[F:21])=[O:29]. (4) Given the reactants [CH:1]1([CH:6]=O)[CH2:5][CH2:4][CH2:3][CH2:2]1.[CH:8]([C:10]([CH3:12])=[O:11])=[CH2:9], predict the reaction product. The product is: [CH2:2]1[C:1]2([CH2:6][CH2:12][C:10](=[O:11])[CH:8]=[CH:9]2)[CH2:5][CH2:4][CH2:3]1. (5) Given the reactants [S:1]1[C:5]2[CH:6]=[CH:7][CH:8]=[CH:9][C:4]=2[C:3]([C:10](Cl)=[O:11])=[CH:2]1.[NH2:13][C:14]1[C:15]([C:20]([NH:22][CH2:23][CH:24]2[CH2:29][CH2:28][O:27][CH2:26][CH2:25]2)=[O:21])=[N:16][CH:17]=[CH:18][CH:19]=1, predict the reaction product. The product is: [S:1]1[C:5]2[CH:6]=[CH:7][CH:8]=[CH:9][C:4]=2[C:3]([C:10]([NH:13][C:14]2[C:15]([C:20]([NH:22][CH2:23][CH:24]3[CH2:25][CH2:26][O:27][CH2:28][CH2:29]3)=[O:21])=[N:16][CH:17]=[CH:18][CH:19]=2)=[O:11])=[CH:2]1. (6) Given the reactants [C:1]1([C:25]2[CH:30]=[CH:29][CH:28]=[CH:27][CH:26]=2)[CH:6]=[CH:5][C:4]([CH2:7][N:8]2[C:17]3[CH2:16][CH2:15][CH2:14][CH:13]([OH:18])[C:12]=3[C:11](=[O:19])[C:10]([C:20]([O:22][CH2:23][CH3:24])=[O:21])=[CH:9]2)=[CH:3][CH:2]=1.[H-].[Na+].[CH3:33]I.O, predict the reaction product. The product is: [C:1]1([C:25]2[CH:26]=[CH:27][CH:28]=[CH:29][CH:30]=2)[CH:2]=[CH:3][C:4]([CH2:7][N:8]2[C:17]3[CH2:16][CH2:15][CH2:14][CH:13]([O:18][CH3:33])[C:12]=3[C:11](=[O:19])[C:10]([C:20]([O:22][CH2:23][CH3:24])=[O:21])=[CH:9]2)=[CH:5][CH:6]=1. (7) Given the reactants [O:1]1[CH2:6][CH2:5][CH2:4][CH2:3][CH:2]1[N:7]1[C:11]([C:12]2[CH:13]=[CH:14][C:15]([CH:18]=O)=[N:16][CH:17]=2)=[CH:10][CH:9]=[N:8]1.[C:20]([O:24][C:25]([CH:27]=P(C1C=CC=CC=1)(C1C=CC=CC=1)C1C=CC=CC=1)=[O:26])([CH3:23])([CH3:22])[CH3:21], predict the reaction product. The product is: [C:20]([O:24][C:25](=[O:26])/[CH:27]=[CH:18]/[C:15]1[CH:14]=[CH:13][C:12]([C:11]2[N:7]([CH:2]3[CH2:3][CH2:4][CH2:5][CH2:6][O:1]3)[N:8]=[CH:9][CH:10]=2)=[CH:17][N:16]=1)([CH3:23])([CH3:22])[CH3:21]. (8) Given the reactants COC1C=C(OC)C=CC=1C[N:6]([C:40]1[CH:45]=[CH:44][CH:43]=[C:42]([F:46])[N:41]=1)[S:7]([C:10]1[C:38]([F:39])=[CH:37][C:13]2[N:14]([CH2:18][C:19]3[CH:20]=[CH:21][CH:22]=[C:23]4[C:28]=3[CH2:27][CH:26]([NH:29]C(=O)OC(C)(C)C)[CH2:25][CH2:24]4)[C:15](=[O:17])[O:16][C:12]=2[CH:11]=1)(=[O:9])=[O:8].C(O)(C(F)(F)F)=O.C(Cl)[Cl:61], predict the reaction product. The product is: [ClH:61].[NH2:29][CH:26]1[CH2:27][C:28]2[C:19]([CH2:18][N:14]3[C:13]4[CH:37]=[C:38]([F:39])[C:10]([S:7]([NH:6][C:40]5[CH:45]=[CH:44][CH:43]=[C:42]([F:46])[N:41]=5)(=[O:8])=[O:9])=[CH:11][C:12]=4[O:16][C:15]3=[O:17])=[CH:20][CH:21]=[CH:22][C:23]=2[CH2:24][CH2:25]1.